This data is from Peptide-MHC class II binding affinity with 134,281 pairs from IEDB. The task is: Regression. Given a peptide amino acid sequence and an MHC pseudo amino acid sequence, predict their binding affinity value. This is MHC class II binding data. (1) The peptide sequence is ESTGGAYDTYKSIPS. The MHC is HLA-DPA10201-DPB10101 with pseudo-sequence HLA-DPA10201-DPB10101. The binding affinity (normalized) is 0.414. (2) The peptide sequence is FHGSDGCWYPMEIRP. The binding affinity (normalized) is 0.523. The MHC is HLA-DQA10303-DQB10402 with pseudo-sequence HLA-DQA10303-DQB10402. (3) The peptide sequence is SQDLELSWNHNGLQAY. The MHC is HLA-DQA10101-DQB10501 with pseudo-sequence HLA-DQA10101-DQB10501. The binding affinity (normalized) is 0.295. (4) The peptide sequence is EDFREFSRAKGLNQEI. The MHC is DRB5_0101 with pseudo-sequence DRB5_0101. The binding affinity (normalized) is 0.430. (5) The peptide sequence is STKATRYLVKTESWILR. The MHC is DRB1_0405 with pseudo-sequence DRB1_0405. The binding affinity (normalized) is 0.273. (6) The peptide sequence is VIFILLMLVTPSMTM. The MHC is DRB1_0802 with pseudo-sequence DRB1_0802. The binding affinity (normalized) is 0.842. (7) The peptide sequence is AAVTAGTTVYGAFAA. The MHC is HLA-DPA10103-DPB10401 with pseudo-sequence HLA-DPA10103-DPB10401. The binding affinity (normalized) is 0.132.